The task is: Predict the reactants needed to synthesize the given product.. This data is from Full USPTO retrosynthesis dataset with 1.9M reactions from patents (1976-2016). (1) Given the product [CH2:21]([N:16]1[CH2:15][C:14]2([CH2:13][CH2:12][N:11]([S:8]([C:5]3[CH:6]=[CH:7][C:2]([C:27]4[CH:36]=[C:35]5[C:30]([CH:31]=[C:32]([F:37])[CH:33]=[N:34]5)=[CH:29][CH:28]=4)=[CH:3][CH:4]=3)(=[O:10])=[O:9])[CH2:25][CH2:24]2)[O:19][CH2:18][C:17]1=[O:20])[CH3:23], predict the reactants needed to synthesize it. The reactants are: Br[C:2]1[CH:7]=[CH:6][C:5]([S:8]([N:11]2[CH2:25][CH2:24][C:14]3([O:19][CH2:18][C:17](=[O:20])[N:16]([CH:21]([CH3:23])C)[CH2:15]3)[CH2:13][CH2:12]2)(=[O:10])=[O:9])=[CH:4][CH:3]=1.Br[C:27]1[CH:36]=[C:35]2[C:30]([CH:31]=[C:32]([F:37])[CH:33]=[N:34]2)=[CH:29][CH:28]=1. (2) Given the product [NH2:30][CH:27]1[CH2:26][CH2:25][N:24]([C:22]([C:21]2[CH:38]=[CH:39][C:18]([C:15]3[N:16]=[CH:17][C:12]4[N:13]([C:9]([C:6]5[CH:7]=[CH:8][C:3]([C:1]#[N:2])=[CH:4][CH:5]=5)=[CH:10][N:11]=4)[CH:14]=3)=[CH:19][C:20]=2[CH3:40])=[O:23])[CH2:29][CH2:28]1, predict the reactants needed to synthesize it. The reactants are: [C:1]([C:3]1[CH:8]=[CH:7][C:6]([C:9]2[N:13]3[CH:14]=[C:15]([C:18]4[CH:39]=[CH:38][C:21]([C:22]([N:24]5[CH2:29][CH2:28][CH:27]([NH:30]C(=O)OC(C)(C)C)[CH2:26][CH2:25]5)=[O:23])=[C:20]([CH3:40])[CH:19]=4)[N:16]=[CH:17][C:12]3=[N:11][CH:10]=2)=[CH:5][CH:4]=1)#[N:2]. (3) The reactants are: [C:1]([C:5]1[NH:14][C:8]2=[CH:9][N:10]=[C:11]([NH2:13])[CH:12]=[C:7]2[CH:6]=1)([CH3:4])([CH3:3])[CH3:2].[O:15]1[C:19]2[CH:20]=[CH:21][C:22]([C:24]3([C:27](O)=[O:28])[CH2:26][CH2:25]3)=[CH:23][C:18]=2[O:17][CH2:16]1.C(N(CC)CC)C.F[P-](F)(F)(F)(F)F.N1(OC(N(C)C)=[N+](C)C)C2N=CC=CC=2N=N1. Given the product [O:15]1[C:19]2[CH:20]=[CH:21][C:22]([C:24]3([C:27]([NH:13][C:11]4[CH:12]=[C:7]5[CH:6]=[C:5]([C:1]([CH3:4])([CH3:2])[CH3:3])[NH:14][C:8]5=[CH:9][N:10]=4)=[O:28])[CH2:25][CH2:26]3)=[CH:23][C:18]=2[O:17][CH2:16]1, predict the reactants needed to synthesize it.